From a dataset of Peptide-MHC class I binding affinity with 185,985 pairs from IEDB/IMGT. Regression. Given a peptide amino acid sequence and an MHC pseudo amino acid sequence, predict their binding affinity value. This is MHC class I binding data. (1) The peptide sequence is LRQGYRPVF. The MHC is Mamu-B03 with pseudo-sequence Mamu-B03. The binding affinity (normalized) is 0.563. (2) The peptide sequence is YLSDSDNIK. The MHC is HLA-A68:01 with pseudo-sequence HLA-A68:01. The binding affinity (normalized) is 0.351. (3) The peptide sequence is FVMPIFEQI. The MHC is HLA-B40:01 with pseudo-sequence HLA-B40:01. The binding affinity (normalized) is 0.213. (4) The peptide sequence is AASCGGAVF. The MHC is Patr-A0101 with pseudo-sequence Patr-A0101. The binding affinity (normalized) is 0.